Predict the reactants needed to synthesize the given product. From a dataset of Full USPTO retrosynthesis dataset with 1.9M reactions from patents (1976-2016). (1) Given the product [Br:1][C:2]1[C:3]([C:9]([F:12])([F:11])[F:10])=[CH:4][C:5]([O:15][CH2:13][CH3:14])=[N:6][CH:7]=1, predict the reactants needed to synthesize it. The reactants are: [Br:1][C:2]1[C:3]([C:9]([F:12])([F:11])[F:10])=[CH:4][C:5](Cl)=[N:6][CH:7]=1.[CH2:13]([O-:15])[CH3:14].[Na+]. (2) Given the product [N+:9]([C:8]1[CH:7]=[CH:6][CH:5]=[C:3]2[C:2]=1[CH:1]=[N:12][NH:4]2)([O-:11])=[O:10], predict the reactants needed to synthesize it. The reactants are: [CH3:1][C:2]1[C:8]([N+:9]([O-:11])=[O:10])=[CH:7][CH:6]=[CH:5][C:3]=1[NH2:4].[N:12]([O-])=O.[Na+].N. (3) Given the product [F:9][C:10]1[CH:15]=[CH:14][C:13]([C:2]2[CH:7]=[CH:6][C:5]([OH:8])=[CH:4][CH:3]=2)=[CH:12][CH:11]=1, predict the reactants needed to synthesize it. The reactants are: I[C:2]1[CH:7]=[CH:6][C:5]([OH:8])=[CH:4][CH:3]=1.[F:9][C:10]1[CH:15]=[CH:14][C:13](B(O)O)=[CH:12][CH:11]=1.C([O-])([O-])=O.[K+].[K+]. (4) Given the product [CH3:22][C:14]1[CH:13]=[C:12]([CH2:11][O:9][C:6]2[CH:7]=[CH:8][C:3]([CH:1]=[CH2:2])=[CH:4][CH:5]=2)[C:21]2[C:16](=[CH:17][CH:18]=[CH:19][CH:20]=2)[N:15]=1, predict the reactants needed to synthesize it. The reactants are: [CH:1]([C:3]1[CH:8]=[CH:7][C:6]([OH:9])=[CH:5][CH:4]=1)=[CH2:2].Cl[CH2:11][C:12]1[C:21]2[C:16](=[CH:17][CH:18]=[CH:19][CH:20]=2)[N:15]=[C:14]([CH3:22])[CH:13]=1.C([O-])([O-])=O.[Cs+].[Cs+].[Na+].[I-]. (5) Given the product [CH3:1][O:2][C:3]([C:4]1[CH:9]=[C:8]([C:20]2[CH:25]=[CH:24][CH:23]=[CH:22][CH:21]=2)[C:7]([O:11][CH2:12][O:13][CH3:14])=[CH:6][C:5]=1[O:15][CH2:16][O:17][CH3:18])=[O:19], predict the reactants needed to synthesize it. The reactants are: [CH3:1][O:2][C:3](=[O:19])[C:4]1[CH:9]=[C:8](Br)[C:7]([O:11][CH2:12][O:13][CH3:14])=[CH:6][C:5]=1[O:15][CH2:16][O:17][CH3:18].[C:20]1(B(O)O)[CH:25]=[CH:24][CH:23]=[CH:22][CH:21]=1.C1(P(C2CCCCC2)C2C=CC=CC=2C2C(OC)=CC=CC=2OC)CCCCC1. (6) Given the product [F:20][C:21]([F:31])([F:32])[C:22]1[CH:23]=[C:24]([CH:28]=[CH:29][CH:30]=1)[C:25]([N:3]1[CH2:4][C@H:5]2[C@H:1]([CH2:6]2)[C@H:2]1[CH2:7][NH:8][C:9]([C:11]1[CH:12]=[CH:13][CH:14]=[C:15]2[O:19][CH:18]=[CH:17][C:16]=12)=[O:10])=[O:26], predict the reactants needed to synthesize it. The reactants are: [C@H:1]12[CH2:6][C@H:5]1[CH2:4][NH:3][C@@H:2]2[CH2:7][NH:8][C:9]([C:11]1[CH:12]=[CH:13][CH:14]=[C:15]2[O:19][CH:18]=[CH:17][C:16]=12)=[O:10].[F:20][C:21]([F:32])([F:31])[C:22]1[CH:23]=[C:24]([CH:28]=[CH:29][CH:30]=1)[C:25](O)=[O:26].